This data is from Forward reaction prediction with 1.9M reactions from USPTO patents (1976-2016). The task is: Predict the product of the given reaction. (1) The product is: [CH2:26]([O:25][C:23](=[O:24])[CH2:22][O:1][CH:2]1[CH2:3][CH2:4][N:5]([C:8]([O:10][C:11]([CH3:14])([CH3:13])[CH3:12])=[O:9])[CH2:6][CH2:7]1)[CH3:27]. Given the reactants [OH:1][CH:2]1[CH2:7][CH2:6][N:5]([C:8]([O:10][C:11]([CH3:14])([CH3:13])[CH3:12])=[O:9])[CH2:4][CH2:3]1.CC([O-])(C)C.[K+].Br[CH2:22][C:23]([O:25][CH2:26][CH3:27])=[O:24], predict the reaction product. (2) Given the reactants [CH:1]1([CH2:4][N:5]([C:13]2[C:14]([CH2:22][CH3:23])=[N:15][N:16]3[CH:21]=[CH:20][CH:19]=[CH:18][C:17]=23)[CH2:6][CH:7]2[CH2:12][CH2:11][O:10][CH2:9][CH2:8]2)[CH2:3][CH2:2]1.FC1C([I:31])=C(F)C(F)=C(F)C=1F.O.C1COCC1, predict the reaction product. The product is: [CH:1]1([CH2:4][N:5]([C:13]2[C:14]([CH2:22][CH3:23])=[N:15][N:16]3[C:21]([I:31])=[CH:20][CH:19]=[CH:18][C:17]=23)[CH2:6][CH:7]2[CH2:12][CH2:11][O:10][CH2:9][CH2:8]2)[CH2:3][CH2:2]1.